Dataset: Catalyst prediction with 721,799 reactions and 888 catalyst types from USPTO. Task: Predict which catalyst facilitates the given reaction. (1) Reactant: [Cl:1][C:2]1[N:10]=[C:9]([Cl:11])[C:8]([F:12])=[CH:7][C:3]=1[C:4]([OH:6])=[O:5].C(Cl)(=O)C(Cl)=O.[CH:19](O)([CH3:21])[CH3:20].N1C=CC=CC=1. Product: [Cl:1][C:2]1[N:10]=[C:9]([Cl:11])[C:8]([F:12])=[CH:7][C:3]=1[C:4]([O:6][CH:19]([CH3:21])[CH3:20])=[O:5]. The catalyst class is: 118. (2) Reactant: C([S:4][C@@H:5]1[CH2:22][CH2:21][C@@:20]2([CH3:23])[CH:7]([C:8](=[CH2:25])[CH2:9][C@@H:10]3[C@@H:19]2[CH2:18][CH2:17][C@@:15]2([CH3:16])[C@H:11]3[CH2:12][CH2:13][C:14]2=[O:24])[CH2:6]1)(=O)C. Product: [SH:4][C@@H:5]1[CH2:22][CH2:21][C@@:20]2([CH3:23])[CH:7]([C:8](=[CH2:25])[CH2:9][C@@H:10]3[C@@H:19]2[CH2:18][CH2:17][C@@:15]2([CH3:16])[C@H:11]3[CH2:12][CH2:13][C:14]2=[O:24])[CH2:6]1. The catalyst class is: 273. (3) Reactant: [CH3:1][CH:2]([N:4]1[C:12](/[CH:13]=[CH:14]/[C@H:15]([OH:24])[CH2:16][C@H:17]([OH:23])[CH2:18][C:19]([O:21]C)=[O:20])=[C:11]([C:25]2[CH:30]=[CH:29][C:28]([F:31])=[CH:27][CH:26]=2)[C:10]2[C:5]1=[CH:6][CH:7]=[CH:8][CH:9]=2)[CH3:3].C1CCCCC1.[OH-].[Na+:39]. The catalyst class is: 5. Product: [CH3:3][CH:2]([N:4]1[C:12](/[CH:13]=[CH:14]/[CH:15]([OH:24])[CH2:16][CH:17]([OH:23])[CH2:18][C:19]([O-:21])=[O:20])=[C:11]([C:25]2[CH:26]=[CH:27][C:28]([F:31])=[CH:29][CH:30]=2)[C:10]2[CH:9]=[CH:8][CH:7]=[CH:6][C:5]1=2)[CH3:1].[Na+:39]. (4) Product: [CH2:1]([O:3][C:4](=[O:18])[CH2:5][CH:6]1[CH2:7][CH2:8][CH:9]([C:12]2[CH:17]=[CH:16][C:15]([C:23](=[O:25])[CH3:24])=[CH:14][CH:13]=2)[CH2:10][CH2:11]1)[CH3:2]. The catalyst class is: 2. Reactant: [CH2:1]([O:3][C:4](=[O:18])[CH2:5][CH:6]1[CH2:11][CH2:10][CH:9]([C:12]2[CH:17]=[CH:16][CH:15]=[CH:14][CH:13]=2)[CH2:8][CH2:7]1)[CH3:2].[Cl-].[Cl-].[Cl-].[Al+3].[C:23](Cl)(=[O:25])[CH3:24]. (5) Reactant: [Br:1][C:2]1[CH:3]=[C:4]2[N:9]([CH:10]=1)[N:8]=[CH:7][N:6]=[C:5]2Cl.Cl.[NH:13]1[CH2:16][CH:15]([C:17]([O:19][CH3:20])=[O:18])[CH2:14]1.CCN(C(C)C)C(C)C. Product: [Br:1][C:2]1[CH:3]=[C:4]2[N:9]([CH:10]=1)[N:8]=[CH:7][N:6]=[C:5]2[N:13]1[CH2:16][CH:15]([C:17]([O:19][CH3:20])=[O:18])[CH2:14]1. The catalyst class is: 2. (6) Product: [CH:1]1([C:4]2[CH:5]=[C:6]([C:14](=[O:29])[C:15]([C:17]3[CH:22]=[CH:21][CH:20]=[C:19]([C:23]#[C:24][CH2:25][CH2:26][CH2:27][F:34])[CH:18]=3)=[O:16])[CH:7]=[CH:8][C:9]=2[O:10][CH:11]([F:13])[F:12])[CH2:2][CH2:3]1. Reactant: [CH:1]1([C:4]2[CH:5]=[C:6]([C:14](=[O:29])[C:15]([C:17]3[CH:22]=[CH:21][CH:20]=[C:19]([C:23]#[C:24][CH2:25][CH2:26][CH2:27]O)[CH:18]=3)=[O:16])[CH:7]=[CH:8][C:9]=2[O:10][CH:11]([F:13])[F:12])[CH2:3][CH2:2]1.CN(S(F)(F)[F:34])C. The catalyst class is: 4. (7) Reactant: [NH2:1][C:2]([NH:4][C:5]([NH2:7])=[O:6])=[O:3].[F:8][CH:9]([F:20])[C:10]1[N:15]=[C:14]([C:16](OC)=O)[CH:13]=[N:12][CH:11]=1.C(OC)(OC)OC.C(O)(C(F)(F)F)=O.CC[O-].[Na+]. Product: [F:8][CH:9]([F:20])[C:10]1[N:15]=[C:14]([C:16]2[NH:7][C:5](=[O:6])[NH:4][C:2](=[O:3])[N:1]=2)[CH:13]=[N:12][CH:11]=1. The catalyst class is: 14. (8) Product: [Cl:1][C:2]1[N:3]=[C:4]([NH:10][C:11]2[CH:20]=[CH:19][CH:18]=[CH:17][C:12]=2[C:13]([NH:15][CH3:16])=[O:14])[C:5]([Br:8])=[CH:6][N:7]=1. Reactant: [Cl:1][C:2]1[N:7]=[CH:6][C:5]([Br:8])=[C:4](Cl)[N:3]=1.[NH2:10][C:11]1[CH:20]=[CH:19][CH:18]=[CH:17][C:12]=1[C:13]([NH:15][CH3:16])=[O:14].C(N(CC)C(C)C)(C)C. The catalyst class is: 32. (9) Reactant: [C:1](#[N:5])[CH2:2][C:3]#[N:4].[OH:6][CH:7]([CH3:11])[C:8](=O)[CH3:9].C(NCC)C. Product: [NH2:4][C:3]1[O:6][C:7]([CH3:11])=[C:8]([CH3:9])[C:2]=1[C:1]#[N:5]. The catalyst class is: 5.